Dataset: Catalyst prediction with 721,799 reactions and 888 catalyst types from USPTO. Task: Predict which catalyst facilitates the given reaction. (1) Reactant: [CH:1]([C:3]1[CH:8]=[CH:7][C:6]([S:9][C:10]([CH3:19])([CH3:18])[C:11]([O:13][C:14]([CH3:17])([CH3:16])[CH3:15])=[O:12])=[CH:5][CH:4]=1)=O.[CH3:20][O:21][CH2:22][CH2:23][NH2:24].C(O[BH-](OC(=O)C)OC(=O)C)(=O)C.[Na+].C(=O)(O)[O-].[Na+]. Product: [CH3:20][O:21][CH2:22][CH2:23][NH:24][CH2:1][C:3]1[CH:8]=[CH:7][C:6]([S:9][C:10]([CH3:19])([CH3:18])[C:11]([O:13][C:14]([CH3:17])([CH3:16])[CH3:15])=[O:12])=[CH:5][CH:4]=1. The catalyst class is: 756. (2) Reactant: [CH3:1][C:2]1([CH3:33])[CH2:10][C:9]2[N:8]([C:11]3[CH:19]=[CH:18][C:14]([C:15]([NH2:17])=[O:16])=[C:13]([NH:20][C@H:21]4[CH2:26][CH2:25][C@H:24]([OH:27])[CH2:23][CH2:22]4)[CH:12]=3)[N:7]=[C:6]([C:28]([F:31])([F:30])[F:29])[C:5]=2[C:4](=[O:32])[CH2:3]1.[NH:34]([C:40]([O:42][C:43]([CH3:46])([CH3:45])[CH3:44])=[O:41])[CH2:35][CH2:36][C:37](O)=[O:38].CCN=C=NCCCN(C)C.Cl. Product: [C:15]([C:14]1[CH:18]=[CH:19][C:11]([N:8]2[C:9]3[CH2:10][C:2]([CH3:33])([CH3:1])[CH2:3][C:4](=[O:32])[C:5]=3[C:6]([C:28]([F:30])([F:31])[F:29])=[N:7]2)=[CH:12][C:13]=1[NH:20][CH:21]1[CH2:22][CH2:23][CH:24]([O:27][C:37](=[O:38])[CH2:36][CH2:35][NH:34][C:40]([O:42][C:43]([CH3:45])([CH3:44])[CH3:46])=[O:41])[CH2:25][CH2:26]1)(=[O:16])[NH2:17]. The catalyst class is: 143. (3) Reactant: [F:1][C:2]1[CH:7]=[C:6]([F:8])[CH:5]=[CH:4][N:3]=1.[Li+].CC([N-]C(C)C)C.CCCCCCC.[CH3:24][C:25]([O:28][C:29](O[C:29]([O:28][C:25]([CH3:27])([CH3:26])[CH3:24])=[O:30])=[O:30])([CH3:27])[CH3:26]. Product: [F:1][C:2]1[N:3]=[CH:4][CH:5]=[C:6]([F:8])[C:7]=1[C:29]([O:28][C:25]([CH3:27])([CH3:26])[CH3:24])=[O:30]. The catalyst class is: 1. (4) Reactant: [CH3:1][O:2][C:3]1[CH:12]=[C:11]2[C:6]([N:7]=[CH:8][C:9](=[O:31])[N:10]2[CH2:13][CH2:14][N:15]2[CH2:20][CH2:19][CH:18]([NH:21][CH2:22][C:23]#[C:24][C:25]3[CH:30]=[CH:29][CH:28]=[CH:27][CH:26]=3)[CH2:17][CH2:16]2)=[CH:5][CH:4]=1.[ClH:32].C(OCC)(=O)C. Product: [ClH:32].[CH3:1][O:2][C:3]1[CH:12]=[C:11]2[C:6]([N:7]=[CH:8][C:9](=[O:31])[N:10]2[CH2:13][CH2:14][N:15]2[CH2:16][CH2:17][CH:18]([NH:21][CH2:22][C:23]#[C:24][C:25]3[CH:26]=[CH:27][CH:28]=[CH:29][CH:30]=3)[CH2:19][CH2:20]2)=[CH:5][CH:4]=1. The catalyst class is: 13. (5) Reactant: [F:1][C:2]1[CH:7]=[C:6]([O:8][CH3:9])[C:5]([O:10][CH3:11])=[CH:4][C:3]=1[F:12].[Li][CH:14]([CH2:16]C)[CH3:15].C1C[O:21]CC1.C1CCCCC1.B(F)(F)F.C(OCC)C. Product: [F:1][C:2]1[C:3]([F:12])=[CH:4][C:5]([O:10][CH3:11])=[C:6]([O:8][CH3:9])[C:7]=1[CH2:15][C@H:14]([OH:21])[CH3:16]. The catalyst class is: 1.